From a dataset of Full USPTO retrosynthesis dataset with 1.9M reactions from patents (1976-2016). Predict the reactants needed to synthesize the given product. (1) Given the product [CH2:1]([C:5]1[N:6]=[C:7]([CH3:34])[N:8]([C:27]2[CH:32]=[CH:31][C:30]([O:33][C:36]([CH3:43])([CH3:42])[C:37]([O:39][CH2:40][CH3:41])=[O:38])=[CH:29][CH:28]=2)[C:9](=[O:26])[C:10]=1[CH2:11][C:12]1[CH:13]=[CH:14][C:15]([C:18]2[CH:23]=[CH:22][CH:21]=[CH:20][C:19]=2[C:24]#[N:25])=[CH:16][CH:17]=1)[CH2:2][CH2:3][CH3:4], predict the reactants needed to synthesize it. The reactants are: [CH2:1]([C:5]1[N:6]=[C:7]([CH3:34])[N:8]([C:27]2[CH:32]=[CH:31][C:30]([OH:33])=[CH:29][CH:28]=2)[C:9](=[O:26])[C:10]=1[CH2:11][C:12]1[CH:17]=[CH:16][C:15]([C:18]2[C:19]([C:24]#[N:25])=[CH:20][CH:21]=[CH:22][CH:23]=2)=[CH:14][CH:13]=1)[CH2:2][CH2:3][CH3:4].Br[C:36]([CH3:43])([CH3:42])[C:37]([O:39][CH2:40][CH3:41])=[O:38].C(=O)([O-])[O-].[Cs+].[Cs+]. (2) Given the product [O:9]=[C:7]1[NH:6][C:5]2[CH:10]=[CH:11][C:2]([CH:22]=[O:23])=[CH:3][C:4]=2[S:8]1, predict the reactants needed to synthesize it. The reactants are: Br[C:2]1[CH:11]=[CH:10][C:5]2[NH:6][C:7](=[O:9])[S:8][C:4]=2[CH:3]=1.C[Mg]Br.C([Li])CCC.CN(C)[CH:22]=[O:23].C(O)(=O)CC(CC(O)=O)(C(O)=O)O. (3) Given the product [N+:1]([C:4]1[CH:5]=[C:6]2[C:11](=[CH:12][CH:13]=1)[O:10][CH:9]([C:14]([O:16][CH2:18][CH3:19])=[O:15])[CH2:8][C:7]2=[O:17])([O-:3])=[O:2], predict the reactants needed to synthesize it. The reactants are: [N+:1]([C:4]1[CH:5]=[C:6]2[C:11](=[CH:12][CH:13]=1)[O:10][CH:9]([C:14]([OH:16])=[O:15])[CH2:8][C:7]2=[O:17])([O-:3])=[O:2].[CH2:18](O)[CH3:19]. (4) Given the product [CH:10]1([C:29]2[C:30]([O:45][CH2:46][CH:47]3[CH2:54][CH2:53][C:50]4([CH2:52][CH2:51]4)[CH2:49][CH2:48]3)=[CH:31][C:32]([F:44])=[C:33]([CH:43]=2)[C:34]([NH:36][S:37]([CH:40]2[CH2:41][CH2:42]2)(=[O:39])=[O:38])=[O:35])[CH2:1][CH2:2]1, predict the reactants needed to synthesize it. The reactants are: [CH:1]12[CH2:10]C3CC(CC(C3)[CH:2]1OCC1C(Cl)=CC(C(NS(C)(=O)=O)=O)=C(F)C=1)C2.Cl[C:29]1[C:30]([O:45][CH2:46][CH:47]2[CH2:54][CH2:53][C:50]3([CH2:52][CH2:51]3)[CH2:49][CH2:48]2)=[CH:31][C:32]([F:44])=[C:33]([CH:43]=1)[C:34]([NH:36][S:37]([CH:40]1[CH2:42][CH2:41]1)(=[O:39])=[O:38])=[O:35]. (5) Given the product [CH3:18][O:19][C:20]1[CH:21]=[C:22]([CH:23]=[CH:24][CH:25]=1)[NH:26][C:2]1[CH:7]=[C:6]([C:8]([F:11])([F:10])[F:9])[N:5]=[C:4]([C:12]2[CH:17]=[CH:16][N:15]=[CH:14][CH:13]=2)[N:3]=1, predict the reactants needed to synthesize it. The reactants are: Cl[C:2]1[CH:7]=[C:6]([C:8]([F:11])([F:10])[F:9])[N:5]=[C:4]([C:12]2[CH:17]=[CH:16][N:15]=[CH:14][CH:13]=2)[N:3]=1.[CH3:18][O:19][C:20]1[CH:25]=[CH:24][CH:23]=[C:22]([NH2:26])[CH:21]=1. (6) Given the product [O:20]=[C:19]([N:21]1[CH2:22][CH2:23][N:24]([C:27](=[O:38])[C:28]2[CH:33]=[CH:32][CH:31]=[CH:30][C:29]=2[C:34]([F:37])([F:35])[F:36])[CH2:25][CH2:26]1)[CH2:18][NH:17][C:61](=[O:71])[C:62]1[CH:70]=[CH:69][C:65]([C:66]([NH2:68])=[O:67])=[CH:64][CH:63]=1, predict the reactants needed to synthesize it. The reactants are: CCN(C(C)C)C(C)C.OC(C(F)(F)F)=O.[NH2:17][CH2:18][C:19]([N:21]1[CH2:26][CH2:25][N:24]([C:27](=[O:38])[C:28]2[CH:33]=[CH:32][CH:31]=[CH:30][C:29]=2[C:34]([F:37])([F:36])[F:35])[CH2:23][CH2:22]1)=[O:20].C1C=CC2N(O)N=NC=2C=1.CCN=C=NCCCN(C)C.Cl.[C:61](O)(=[O:71])[C:62]1[CH:70]=[CH:69][C:65]([C:66]([NH2:68])=[O:67])=[CH:64][CH:63]=1.